Dataset: Full USPTO retrosynthesis dataset with 1.9M reactions from patents (1976-2016). Task: Predict the reactants needed to synthesize the given product. (1) Given the product [I:1][C:2]1[CH:7]=[C:6]([CH3:8])[CH:5]=[C:4]([CH3:9])[CH:3]=1.[NH:10]1[CH2:14][CH2:13][CH2:12][C:11]1=[O:15].[CH3:11][CH2:12][CH2:13][CH2:18][CH2:19][CH2:7][CH2:2][CH2:3][CH2:4][CH2:5][CH2:6][CH3:8].[CH3:8][C:6]1[CH:7]=[C:2]([N:10]2[CH2:14][CH2:13][CH2:12][C:11]2=[O:15])[CH:3]=[C:4]([CH3:9])[CH:5]=1, predict the reactants needed to synthesize it. The reactants are: [I:1][C:2]1[CH:3]=[C:4]([CH3:9])[CH:5]=[C:6]([CH3:8])[CH:7]=1.[NH:10]1[CH2:14][CH2:13][CH2:12][C:11]1=[O:15].CN[CH2:18][CH2:19]N. (2) The reactants are: [Br:1][C:2]1[CH:3]=[C:4]2[C:8](=[CH:9][CH:10]=1)[NH:7][C:6](=[O:11])[CH2:5]2.[CH2:12]([N:14]([CH2:33][CH3:34])[CH2:15][CH2:16][NH:17][C:18]([C:20]1[C:24]([CH:25]([CH3:27])[CH3:26])=[C:23]([CH:28]=O)[NH:22][C:21]=1[CH:30]([CH3:32])[CH3:31])=[O:19])[CH3:13]. Given the product [CH2:33]([N:14]([CH2:12][CH3:13])[CH2:15][CH2:16][NH:17][C:18]([C:20]1[C:24]([CH:25]([CH3:26])[CH3:27])=[C:23]([CH:28]=[C:5]2[C:4]3[C:8](=[CH:9][CH:10]=[C:2]([Br:1])[CH:3]=3)[NH:7][C:6]2=[O:11])[NH:22][C:21]=1[CH:30]([CH3:32])[CH3:31])=[O:19])[CH3:34], predict the reactants needed to synthesize it. (3) Given the product [O:1]=[C:2]1[NH:7][C:6]2[CH:8]=[C:9]([C:12]3[CH:17]([C:18]4[CH:19]=[CH:20][CH:21]=[CH:22][CH:23]=4)[S:16][C:15]4=[N:24][C:25]([C:27]([OH:29])=[O:28])=[CH:26][N:14]4[CH:13]=3)[CH:10]=[CH:11][C:5]=2[O:4][CH2:3]1, predict the reactants needed to synthesize it. The reactants are: [O:1]=[C:2]1[NH:7][C:6]2[CH:8]=[C:9]([C:12]3[CH:17]([C:18]4[CH:23]=[CH:22][CH:21]=[CH:20][CH:19]=4)[S:16][C:15]4=[N:24][C:25]([C:27]([O:29]CC)=[O:28])=[CH:26][N:14]4[CH:13]=3)[CH:10]=[CH:11][C:5]=2[O:4][CH2:3]1.[OH-].[Na+].Cl. (4) Given the product [Cl:31][C:32]1[CH:33]=[C:34]([NH:39][C:40]([NH:2][CH2:3][C:4]2[CH:13]=[CH:12][CH:11]=[C:10]3[C:5]=2[C:6](=[O:23])[N:7]([CH:15]2[CH2:20][CH2:19][C:18](=[O:21])[NH:17][C:16]2=[O:22])[C:8]([CH3:14])=[N:9]3)=[O:41])[CH:35]=[CH:36][C:37]=1[CH3:38], predict the reactants needed to synthesize it. The reactants are: Cl.[NH2:2][CH2:3][C:4]1[CH:13]=[CH:12][CH:11]=[C:10]2[C:5]=1[C:6](=[O:23])[N:7]([CH:15]1[CH2:20][CH2:19][C:18](=[O:21])[NH:17][C:16]1=[O:22])[C:8]([CH3:14])=[N:9]2.C(N(CC)CC)C.[Cl:31][C:32]1[CH:33]=[C:34]([N:39]=[C:40]=[O:41])[CH:35]=[CH:36][C:37]=1[CH3:38]. (5) Given the product [CH3:11][N:2]1[N:3]=[C:4]([C:6]([O:8][CH2:9][CH3:10])=[O:7])[CH:5]=[N:1]1, predict the reactants needed to synthesize it. The reactants are: [N:1]1[NH:2][N:3]=[C:4]([C:6]([O:8][CH2:9][CH3:10])=[O:7])[CH:5]=1.[C:11]([O-])([O-])=O.[K+].[K+].CI. (6) Given the product [Cl:1][C:2]1[CH:10]=[CH:9][C:5]([C:6]([NH:11][C:12]2[CH:17]=[CH:16][C:15]([N:18]3[CH2:22][CH2:21][CH:20]([N:23]([CH3:25])[CH3:24])[CH2:19]3)=[CH:14][CH:13]=2)=[O:8])=[CH:4][N:3]=1, predict the reactants needed to synthesize it. The reactants are: [Cl:1][C:2]1[CH:10]=[CH:9][C:5]([C:6]([OH:8])=O)=[CH:4][N:3]=1.[NH2:11][C:12]1[CH:17]=[CH:16][C:15]([N:18]2[CH2:22][CH2:21][CH:20]([N:23]([CH3:25])[CH3:24])[CH2:19]2)=[CH:14][CH:13]=1.